Dataset: Catalyst prediction with 721,799 reactions and 888 catalyst types from USPTO. Task: Predict which catalyst facilitates the given reaction. (1) Reactant: [C:1]1([C:36]2[CH:41]=[CH:40][CH:39]=[CH:38][CH:37]=2)[CH:6]=[CH:5][C:4]([C:7]2([N:16]3[CH2:21][CH2:20][N:19]([C:22]4[CH:27]=[CH:26][C:25]([NH:28][C:29](=[O:35])[CH2:30][CH2:31][C:32](O)=[O:33])=[CH:24][CH:23]=4)[CH2:18][CH2:17]3)[C:12](=[O:13])[NH:11][C:10](=[O:14])[NH:9][C:8]2=[O:15])=[CH:3][CH:2]=1.C(N1C=CN=C1)(N1C=CN=C1)=O.C(N(CC)CC)C. Product: [C:1]1([C:36]2[CH:37]=[CH:38][CH:39]=[CH:40][CH:41]=2)[CH:6]=[CH:5][C:4]([C:7]2([N:16]3[CH2:17][CH2:18][N:19]([C:22]4[CH:27]=[CH:26][C:25]([N:28]5[C:32](=[O:33])[CH2:31][CH2:30][C:29]5=[O:35])=[CH:24][CH:23]=4)[CH2:20][CH2:21]3)[C:12](=[O:13])[NH:11][C:10](=[O:14])[NH:9][C:8]2=[O:15])=[CH:3][CH:2]=1. The catalyst class is: 7. (2) Reactant: [Br:1][C:2]1[CH:3]=[C:4]2[C:8](=[CH:9][CH:10]=1)[NH:7][N:6]=[C:5]2[CH:11]=[O:12].[BH4-].[Na+]. Product: [Br:1][C:2]1[CH:3]=[C:4]2[C:8](=[CH:9][CH:10]=1)[NH:7][N:6]=[C:5]2[CH2:11][OH:12]. The catalyst class is: 24. (3) Product: [O:26]1[CH:30]=[CH:29][CH:28]=[C:27]1[C:15]1[CH:16]=[CH:17][C:12]([O:11][CH2:10][C:6]2[CH:5]=[C:4]([CH:9]=[CH:8][CH:7]=2)[C:3]([OH:2])=[O:19])=[CH:13][CH:14]=1. Reactant: C[O:2][C:3](=[O:19])[C:4]1[CH:9]=[CH:8][CH:7]=[C:6]([CH2:10][O:11][C:12]2[CH:17]=[CH:16][C:15](I)=[CH:14][CH:13]=2)[CH:5]=1.C(=O)([O-])[O-].[K+].[K+].[O:26]1[CH:30]=[CH:29][CH:28]=[C:27]1B(O)O. The catalyst class is: 38. (4) Reactant: C(N(CC)CC)C.[C:8]1([CH3:18])[CH:13]=[CH:12][C:11]([S:14](Cl)(=[O:16])=[O:15])=[CH:10][CH:9]=1.[OH:19][CH2:20][CH2:21][O:22][C:23]1[CH:30]=[CH:29][C:26]([CH:27]=[O:28])=[CH:25][CH:24]=1.C(=O)(O)[O-].[Na+]. Product: [CH3:18][C:8]1[CH:13]=[CH:12][C:11]([S:14]([O:19][CH2:20][CH2:21][O:22][C:23]2[CH:30]=[CH:29][C:26]([CH:27]=[O:28])=[CH:25][CH:24]=2)(=[O:16])=[O:15])=[CH:10][CH:9]=1. The catalyst class is: 4. (5) Reactant: [Cl:1][C:2]1[CH:7]=[CH:6][C:5](/[CH:8]=[CH:9]/[C:10]([OH:12])=O)=[C:4]([CH2:13][N:14]2[N:18]=[N:17][C:16]([CH3:19])=[N:15]2)[CH:3]=1.[CH3:20][C:21]1[N:25]=[CH:24][N:23]([CH:26]2[CH2:31][CH2:30][NH:29][CH2:28][CH2:27]2)[N:22]=1.CCN(C(C)C)C(C)C.C(P1(=O)OP(CCC)(=O)OP(CCC)(=O)O1)CC. Product: [Cl:1][C:2]1[CH:7]=[CH:6][C:5](/[CH:8]=[CH:9]/[C:10]([N:29]2[CH2:28][CH2:27][CH:26]([N:23]3[CH:24]=[N:25][C:21]([CH3:20])=[N:22]3)[CH2:31][CH2:30]2)=[O:12])=[C:4]([CH2:13][N:14]2[N:18]=[N:17][C:16]([CH3:19])=[N:15]2)[CH:3]=1. The catalyst class is: 3. (6) Reactant: [Li]CCCC.[CH3:6][O:7][C:8]1[CH:17]=[CH:16][C:15]2[C:10](=[CH:11][CH:12]=[C:13](Br)[CH:14]=2)[CH:9]=1.[CH3:19][C:20](=[O:24])[CH2:21][CH2:22][CH3:23]. Product: [CH3:6][O:7][C:8]1[CH:17]=[CH:16][C:15]2[C:10](=[CH:11][CH:12]=[C:13]([C:20]([OH:24])([CH3:19])[CH2:21][CH2:22][CH3:23])[CH:14]=2)[CH:9]=1. The catalyst class is: 1. (7) Reactant: F[C:2]1[C:3]([C:8]([OH:10])=[O:9])=[N:4][CH:5]=[CH:6][CH:7]=1.[CH3:11][O:12][CH2:13][CH2:14][OH:15].CC(C)([O-])C.[K+]. Product: [CH3:11][O:12][CH2:13][CH2:14][O:15][C:2]1[C:3]([C:8]([OH:10])=[O:9])=[N:4][CH:5]=[CH:6][CH:7]=1. The catalyst class is: 223. (8) Reactant: [C:1](Cl)([C:14]1[CH:19]=[CH:18][CH:17]=[CH:16][CH:15]=1)([C:8]1[CH:13]=[CH:12][CH:11]=[CH:10][CH:9]=1)[C:2]1[CH:7]=[CH:6][CH:5]=[CH:4][CH:3]=1.[C@@H:21]1([N:29]2[CH:37]=[C:35]([CH3:36])[C:33](=[O:34])[NH:32][C:30]2=[O:31])[O:28][C@H:25]([CH2:26][OH:27])[C@@H:23]([OH:24])[CH2:22]1. Product: [C:1]([O:27][CH2:26][C@H:25]1[O:28][C@@H:21]([N:29]2[CH:37]=[C:35]([CH3:36])[C:33](=[O:34])[NH:32][C:30]2=[O:31])[CH2:22][C@@H:23]1[OH:24])([C:14]1[CH:19]=[CH:18][CH:17]=[CH:16][CH:15]=1)([C:8]1[CH:13]=[CH:12][CH:11]=[CH:10][CH:9]=1)[C:2]1[CH:7]=[CH:6][CH:5]=[CH:4][CH:3]=1. The catalyst class is: 17.